Task: Regression. Given two drug SMILES strings and cell line genomic features, predict the synergy score measuring deviation from expected non-interaction effect.. Dataset: NCI-60 drug combinations with 297,098 pairs across 59 cell lines (1) Drug 1: C1C(C(OC1N2C=C(C(=O)NC2=O)F)CO)O. Drug 2: CC1=C(C(=O)C2=C(C1=O)N3CC4C(C3(C2COC(=O)N)OC)N4)N. Cell line: RPMI-8226. Synergy scores: CSS=38.0, Synergy_ZIP=1.76, Synergy_Bliss=1.98, Synergy_Loewe=0.547, Synergy_HSA=5.82. (2) Drug 1: CS(=O)(=O)C1=CC(=C(C=C1)C(=O)NC2=CC(=C(C=C2)Cl)C3=CC=CC=N3)Cl. Drug 2: CNC(=O)C1=CC=CC=C1SC2=CC3=C(C=C2)C(=NN3)C=CC4=CC=CC=N4. Cell line: ACHN. Synergy scores: CSS=19.7, Synergy_ZIP=5.91, Synergy_Bliss=12.8, Synergy_Loewe=5.74, Synergy_HSA=10.0. (3) Drug 1: C1C(C(OC1N2C=NC3=C(N=C(N=C32)Cl)N)CO)O. Drug 2: N.N.Cl[Pt+2]Cl. Cell line: HCT116. Synergy scores: CSS=72.7, Synergy_ZIP=2.31, Synergy_Bliss=2.52, Synergy_Loewe=-8.52, Synergy_HSA=6.97. (4) Drug 1: CC1C(C(CC(O1)OC2CC(CC3=C2C(=C4C(=C3O)C(=O)C5=C(C4=O)C(=CC=C5)OC)O)(C(=O)C)O)N)O.Cl. Drug 2: C1CN(P(=O)(OC1)NCCCl)CCCl. Cell line: SF-295. Synergy scores: CSS=19.5, Synergy_ZIP=-5.08, Synergy_Bliss=1.94, Synergy_Loewe=-16.4, Synergy_HSA=2.67. (5) Drug 1: C1=CC(=CC=C1CCC2=CNC3=C2C(=O)NC(=N3)N)C(=O)NC(CCC(=O)O)C(=O)O. Drug 2: COC1=C2C(=CC3=C1OC=C3)C=CC(=O)O2. Cell line: PC-3. Synergy scores: CSS=44.2, Synergy_ZIP=3.14, Synergy_Bliss=2.70, Synergy_Loewe=-16.3, Synergy_HSA=2.82. (6) Drug 1: CN1CCC(CC1)COC2=C(C=C3C(=C2)N=CN=C3NC4=C(C=C(C=C4)Br)F)OC. Drug 2: CC1C(C(CC(O1)OC2CC(CC3=C2C(=C4C(=C3O)C(=O)C5=CC=CC=C5C4=O)O)(C(=O)C)O)N)O. Cell line: IGROV1. Synergy scores: CSS=72.6, Synergy_ZIP=-6.20, Synergy_Bliss=-6.98, Synergy_Loewe=-5.83, Synergy_HSA=-3.64.